This data is from Reaction yield outcomes from USPTO patents with 853,638 reactions. The task is: Predict the reaction yield, written as a fraction of the theoretical maximum amount of product (1.0 means a 100% yield; for example, 0.34 means a 34% yield). (1) The reactants are [N:1]([CH2:4][CH2:5][CH2:6][CH2:7][N:8]1[CH:12]=[C:11]([C:13]([NH:15][CH2:16][C:17]2[CH:22]=[CH:21][CH:20]=[CH:19][N:18]=2)=[O:14])[N:10]=[N:9]1)=[N+:2]=[N-:3].[Na].O=C1O[C@H]([C@H](CO)O)C(O)=C1O.[C:36]([N:38]1[C:46](=[O:47])[C:45]2[C:40](=[CH:41][CH:42]=[CH:43][CH:44]=2)[C:39]1=[O:48])#[CH:37]. The catalyst is CC(O)(C)C.O. The product is [O:48]=[C:39]1[C:40]2[C:45](=[CH:44][CH:43]=[CH:42][CH:41]=2)[C:46](=[O:47])[N:38]1[C:36]1[N:3]=[N:2][N:1]([CH2:4][CH2:5][CH2:6][CH2:7][N:8]2[CH:12]=[C:11]([C:13]([NH:15][CH2:16][C:17]3[CH:22]=[CH:21][CH:20]=[CH:19][N:18]=3)=[O:14])[N:10]=[N:9]2)[CH:37]=1. The yield is 0.910. (2) The reactants are Br[C:2]1[CH:8]=[C:7]([N+:9]([O-:11])=[O:10])[CH:6]=[CH:5][C:3]=1[NH2:4].[CH3:12][C:13]([CH3:20])([C:18]#[CH:19])[C:14]([O:16][CH3:17])=[O:15].C(N(CC)CC)C. The catalyst is C1(C)C=CC=CC=1.O.[Cu]I.C1C=CC([P]([Pd]([P](C2C=CC=CC=2)(C2C=CC=CC=2)C2C=CC=CC=2)([P](C2C=CC=CC=2)(C2C=CC=CC=2)C2C=CC=CC=2)[P](C2C=CC=CC=2)(C2C=CC=CC=2)C2C=CC=CC=2)(C2C=CC=CC=2)C2C=CC=CC=2)=CC=1. The product is [NH2:4][C:3]1[CH:5]=[CH:6][C:7]([N+:9]([O-:11])=[O:10])=[CH:8][C:2]=1[C:19]#[C:18][C:13]([CH3:20])([CH3:12])[C:14]([O:16][CH3:17])=[O:15]. The yield is 0.0900. (3) The reactants are C(NC(C)C)(C)C.C([Li])CCC.[Cl:13][C:14]1[CH:15]=[C:16]([CH2:21][C:22]([OH:24])=[O:23])[CH:17]=[CH:18][C:19]=1[Cl:20].I[CH2:26][CH:27]1[CH2:31][CH2:30][CH2:29][CH2:28]1.Cl. The catalyst is O1CCCC1.CN(C)P(N(C)C)(N(C)C)=O. The product is [CH:27]1([CH2:26][CH:21]([C:16]2[CH:17]=[CH:18][C:19]([Cl:20])=[C:14]([Cl:13])[CH:15]=2)[C:22]([OH:24])=[O:23])[CH2:31][CH2:30][CH2:29][CH2:28]1. The yield is 0.810. (4) The reactants are C(OC[C:6]1[CH:11]=[C:10]([C:12]([CH3:15])([CH3:14])[CH3:13])[CH:9]=[C:8]([CH2:16]OC(C)C)[C:7]=1[S:21]([F:24])([F:23])[F:22])(C)C.[CH:25]([O:28][CH2:29][C:30]1C=C(C(C)(C)C)C=[C:30]([CH2:29][O:28][CH:25]([CH3:27])[CH3:26])C=1SSC1[C:30]([CH2:29][O:28][CH:25]([CH3:27])[CH3:26])=CC(C(C)(C)C)=C[C:30]=1[CH2:29][O:28][CH:25]([CH3:27])[CH3:26])([CH3:27])[CH3:26]. No catalyst specified. The product is [CH:25]([O:28][CH2:29][CH2:30][C:6]1[CH:11]=[C:10]([C:12]([CH3:14])([CH3:15])[CH3:13])[CH:9]=[C:8]([CH2:16][CH2:29][O:28][CH:25]([CH3:27])[CH3:26])[C:7]=1[S:21]([F:23])([F:24])[F:22])([CH3:27])[CH3:26]. The yield is 0.610. (5) The reactants are C[O:2][C:3]([C:5]1[CH:6]=[CH:7][C:8]2[CH:12]=[C:11]([C:13]([CH2:31][CH3:32])([C:16]3[CH:21]=[CH:20][C:19]([O:22][CH2:23][C:24]([CH2:28][CH3:29])([OH:27])[CH2:25][CH3:26])=[C:18]([CH3:30])[CH:17]=3)[CH2:14][CH3:15])[S:10][C:9]=2[CH:33]=1)=[O:4].[OH-].[Na+].Cl. The catalyst is CO.O. The product is [CH2:14]([C:13]([C:11]1[S:10][C:9]2[CH:33]=[C:5]([C:3]([OH:4])=[O:2])[CH:6]=[CH:7][C:8]=2[CH:12]=1)([C:16]1[CH:21]=[CH:20][C:19]([O:22][CH2:23][C:24]([CH2:25][CH3:26])([OH:27])[CH2:28][CH3:29])=[C:18]([CH3:30])[CH:17]=1)[CH2:31][CH3:32])[CH3:15]. The yield is 0.890. (6) The reactants are I[C:2]1[C:11]2[C:6](=[CH:7][CH:8]=[C:9](Br)[CH:10]=2)[N:5]=[CH:4][CH:3]=1.CC1(C)C(C)(C)OB([C:21]2[CH:22]=[C:23]([S:27]([NH2:30])(=[O:29])=[O:28])[CH:24]=[CH:25][CH:26]=2)O1.C(=O)([O-])[O-].[K+].[K+].[NH2:38][C:39]1[C:44]([S:45]([NH2:48])(=[O:47])=[O:46])=[CH:43][C:42](B2OC(C)(C)C(C)(C)O2)=[CH:41][N:40]=1. The catalyst is O1CCOCC1.C1C=CC([PH+]([C]2[CH][CH][CH][CH]2)C2C=CC=CC=2)=CC=1.C1C=CC([PH+]([C]2[CH][CH][CH][CH]2)C2C=CC=CC=2)=CC=1.C(Cl)Cl.Cl[Pd]Cl.[Fe]. The product is [NH2:38][C:39]1[C:44]([S:45]([NH2:48])(=[O:46])=[O:47])=[CH:43][C:42]([C:9]2[CH:10]=[C:11]3[C:6](=[CH:7][CH:8]=2)[N:5]=[CH:4][CH:3]=[C:2]3[C:21]2[CH:26]=[CH:25][CH:24]=[C:23]([S:27]([NH2:30])(=[O:28])=[O:29])[CH:22]=2)=[CH:41][N:40]=1. The yield is 0.310.